Task: Predict the product of the given reaction.. Dataset: Forward reaction prediction with 1.9M reactions from USPTO patents (1976-2016) (1) Given the reactants [OH:1][CH:2]1[CH2:7][CH2:6][NH:5][CH2:4][CH2:3]1.C1COCC1.[Br:13][CH2:14][C:15]1[CH:16]=[C:17]([S:21](Cl)(=[O:23])=[O:22])[CH:18]=[CH:19][CH:20]=1.C(N(CC)CC)C, predict the reaction product. The product is: [Br:13][CH2:14][C:15]1[CH:16]=[C:17]([S:21]([N:5]2[CH2:6][CH2:7][CH:2]([OH:1])[CH2:3][CH2:4]2)(=[O:23])=[O:22])[CH:18]=[CH:19][CH:20]=1. (2) Given the reactants [CH2:1]([C:3]1[S:7][C:6]([C:8](=[O:10])[CH3:9])=[CH:5][C:4]=1[C:11]1[CH:16]=[CH:15][CH:14]=[CH:13][CH:12]=1)[CH3:2].[CH3:17][C:18]1[CH:19]=[C:20]([CH:23]=[C:24]([CH3:27])[C:25]=1[OH:26])[CH:21]=O, predict the reaction product. The product is: [OH:26][C:25]1[C:24]([CH3:27])=[CH:23][C:20]([CH2:21][CH2:9][C:8]([C:6]2[S:7][C:3]([CH2:1][CH3:2])=[C:4]([C:11]3[CH:16]=[CH:15][CH:14]=[CH:13][CH:12]=3)[CH:5]=2)=[O:10])=[CH:19][C:18]=1[CH3:17]. (3) Given the reactants FC(F)(F)C(O)=O.[CH2:8]([N:15]([CH2:21]OC)[CH2:16][Si](C)(C)C)[C:9]1[CH:14]=[CH:13][CH:12]=[CH:11][CH:10]=1.[CH3:24][N:25]1[C:29](=[O:30])[CH:28]=[CH:27][C:26]1=[O:31], predict the reaction product. The product is: [CH2:8]([N:15]1[CH2:16][CH:27]2[C:26](=[O:31])[N:25]([CH3:24])[C:29](=[O:30])[CH:28]2[CH2:21]1)[C:9]1[CH:10]=[CH:11][CH:12]=[CH:13][CH:14]=1.